Dataset: Reaction yield outcomes from USPTO patents with 853,638 reactions. Task: Predict the reaction yield, written as a fraction of the theoretical maximum amount of product (1.0 means a 100% yield; for example, 0.34 means a 34% yield). (1) The reactants are [CH3:1][C@@:2]12[C:18](=[O:19])[CH2:17][CH2:16][C@H:15]1[CH2:14][C@@H:13]1[C@H:4]([CH2:5][CH2:6][C@H:7]3[C@@:12]1([CH3:20])[CH2:11][CH2:10][C@H:9]([OH:21])[CH2:8]3)[CH2:3]2.[I-].[CH3:23][S+](C)C.CC(C)([O-])C.[K+].O. The yield is 0.630. The catalyst is CS(C)=O. The product is [CH3:1][C@@:2]12[C@:18]3([CH2:23][O:19]3)[CH2:17][CH2:16][C@H:15]1[CH2:14][C@@H:13]1[C@H:4]([CH2:5][CH2:6][C@H:7]3[C@@:12]1([CH3:20])[CH2:11][CH2:10][C@H:9]([OH:21])[CH2:8]3)[CH2:3]2. (2) The reactants are [B:10]1([B:10]2[O:14][C:13]([CH3:16])([CH3:15])[C:12]([CH3:18])([CH3:17])[O:11]2)[O:14][C:13]([CH3:16])([CH3:15])[C:12]([CH3:18])([CH3:17])[O:11]1.[Cl:19][C:20]1[CH:25]=[C:24]([F:26])[CH:23]=[CH:22][N:21]=1. The catalyst is CC(C1C=CN=C(C2C=C(C(C)(C)C)C=CN=2)C=1)(C)C.C1COCC1. The product is [Cl:19][C:20]1[CH:25]=[C:24]([F:26])[C:23]([B:10]2[O:11][C:12]([CH3:17])([CH3:18])[C:13]([CH3:15])([CH3:16])[O:14]2)=[CH:22][N:21]=1. The yield is 0.640. (3) The reactants are [Br:1][C:2]1[CH:7]=[C:6]([F:8])[C:5]([N+:9]([O-])=O)=[CH:4][C:3]=1[CH2:12][C:13]([O:15][CH2:16][CH3:17])=[O:14].[Cl-].[NH4+]. The catalyst is CCO.[Fe]. The product is [NH2:9][C:5]1[C:6]([F:8])=[CH:7][C:2]([Br:1])=[C:3]([CH2:12][C:13]([O:15][CH2:16][CH3:17])=[O:14])[CH:4]=1. The yield is 0.930.